Dataset: Reaction yield outcomes from USPTO patents with 853,638 reactions. Task: Predict the reaction yield, written as a fraction of the theoretical maximum amount of product (1.0 means a 100% yield; for example, 0.34 means a 34% yield). (1) The reactants are [CH:1]([C:4]1[N:8]=[C:7]([C:9]2[C:17]3[CH2:16][CH2:15][O:14][CH2:13][C:12]=3[S:11][C:10]=2[NH2:18])[O:6][N:5]=1)([CH3:3])[CH3:2].[C@@H:19]12[C:28](=[O:29])[O:27][C:25](=[O:26])[C@@H:20]1[CH2:21][CH2:22][CH2:23][CH2:24]2. No catalyst specified. The product is [CH:1]([C:4]1[N:8]=[C:7]([C:9]2[C:17]3[CH2:16][CH2:15][O:14][CH2:13][C:12]=3[S:11][C:10]=2[NH:18][C:28]([CH:19]2[CH2:24][CH2:23][CH2:22][CH2:21][CH:20]2[C:25]([OH:27])=[O:26])=[O:29])[O:6][N:5]=1)([CH3:3])[CH3:2]. The yield is 0.630. (2) The reactants are [CH3:1][C:2]1[CH:7]=[C:6]([NH2:8])[CH:5]=[CH:4][N:3]=1.C[Al](C)C.[F:13][C:14]1[CH:15]=[C:16]([N:21]2[C:25]([CH3:26])=[C:24]([C:27](OCC)=[O:28])[N:23]=[N:22]2)[CH:17]=[CH:18][C:19]=1[F:20]. The catalyst is O1CCOCC1. The product is [F:13][C:14]1[CH:15]=[C:16]([N:21]2[C:25]([CH3:26])=[C:24]([C:27]([NH:8][C:6]3[CH:5]=[CH:4][N:3]=[C:2]([CH3:1])[CH:7]=3)=[O:28])[N:23]=[N:22]2)[CH:17]=[CH:18][C:19]=1[F:20]. The yield is 0.357.